From a dataset of Reaction yield outcomes from USPTO patents with 853,638 reactions. Predict the reaction yield, written as a fraction of the theoretical maximum amount of product (1.0 means a 100% yield; for example, 0.34 means a 34% yield). (1) The reactants are [CH:1](=O)[C:2]1[CH:7]=[CH:6][C:5]([O:8][CH3:9])=[CH:4][CH:3]=1.Cl.C(=O)(O)O.[NH2:16][NH:17][C:18]([NH2:20])=[NH:19].[OH-].[K+]. No catalyst specified. The product is [CH3:9][O:8][C:5]1[CH:6]=[CH:7][C:2](/[CH:1]=[N:16]/[NH:17][C:18](=[NH:19])[NH2:20])=[CH:3][CH:4]=1. The yield is 0.870. (2) The reactants are C([N:4]1[CH2:9][CH:8]=[C:7]([C:10]2[CH:19]=[C:18]3[C:13]([C:14](=[O:27])[C:15]4[C:25](=[O:26])[NH:24][S:23][C:16]=4[N:17]3[CH:20]3[CH2:22][CH2:21]3)=[CH:12][C:11]=2[F:28])[CH2:6][CH2:5]1)(=O)C. The catalyst is Cl. The product is [NH:4]1[CH2:5][CH:6]=[C:7]([C:10]2[CH:19]=[C:18]3[C:13]([C:14](=[O:27])[C:15]4[C:25](=[O:26])[NH:24][S:23][C:16]=4[N:17]3[CH:20]3[CH2:22][CH2:21]3)=[CH:12][C:11]=2[F:28])[CH2:8][CH2:9]1. The yield is 0.980.